This data is from Catalyst prediction with 721,799 reactions and 888 catalyst types from USPTO. The task is: Predict which catalyst facilitates the given reaction. (1) Reactant: C([O:8][CH2:9][CH2:10][CH2:11][C@H:12]([NH:26]C(=O)OC(C)(C)C)[C:13]1[NH:17][C:16]2[CH:18]=[CH:19][C:20]([C:22]([CH3:25])([CH3:24])[CH3:23])=[CH:21][C:15]=2[N:14]=1)C1C=CC=CC=1. Product: [NH2:26][C@H:12]([C:13]1[NH:17][C:16]2[CH:18]=[CH:19][C:20]([C:22]([CH3:25])([CH3:24])[CH3:23])=[CH:21][C:15]=2[N:14]=1)[CH2:11][CH2:10][CH2:9][OH:8]. The catalyst class is: 99. (2) Reactant: [CH2:1]=[C:2]1[C@H:19]2[C@@:14]([CH3:21])([CH2:15][CH2:16][C@H:17]([OH:20])[CH2:18]2)[C@H:13]2[C@@H:4]([C@@H:5]3[C@:9]([CH2:11][CH2:12]2)([CH3:10])[C@H:8]([OH:22])[C:7](=[CH:23][C:24]2[CH:29]=[CH:28][CH:27]=[CH:26][CH:25]=2)[CH2:6]3)[CH2:3]1.[C:30](OC(C)=O)([CH3:32])=[O:31].CCN([CH2:42][CH3:43])CC.C([O-])(O)=[O:45].[Na+]. Product: [C:30]([O:20][C@H:17]1[CH2:16][CH2:15][C@:14]2([CH3:21])[C@H:19]([C:2](=[CH2:1])[CH2:3][C@H:4]3[C@H:13]2[CH2:12][CH2:11][C@:9]2([CH3:10])[C@@H:5]3[CH2:6][C:7](=[CH:23][C:24]3[CH:25]=[CH:26][CH:27]=[CH:28][CH:29]=3)[C@H:8]2[O:22][C:42](=[O:45])[CH3:43])[CH2:18]1)(=[O:31])[CH3:32]. The catalyst class is: 64. (3) Reactant: [CH2:1]([O:3][C:4]([C:6]1(O)[CH2:10][N:9]([C:11]2[CH:16]=[CH:15][C:14]([Cl:17])=[CH:13][CH:12]=2)[C:8]([CH2:18][N:19]([C:21]2[CH:26]=[CH:25][C:24]([F:27])=[CH:23][CH:22]=2)[CH3:20])=[N:7]1)=[O:5])[CH3:2].O.C1(C)C=CC(S(O)(=O)=O)=CC=1. Product: [CH2:1]([O:3][C:4]([C:6]1[N:7]=[C:8]([CH2:18][N:19]([C:21]2[CH:22]=[CH:23][C:24]([F:27])=[CH:25][CH:26]=2)[CH3:20])[N:9]([C:11]2[CH:12]=[CH:13][C:14]([Cl:17])=[CH:15][CH:16]=2)[CH:10]=1)=[O:5])[CH3:2]. The catalyst class is: 11. (4) Reactant: [C:1](=[O:4])([O-])[O-].[K+].[K+].CI.[Br:9][C:10]1[CH:15]=[CH:14][C:13]([C:16](=[O:20])[CH2:17][CH2:18][CH3:19])=[C:12](O)[CH:11]=1. Product: [Br:9][C:10]1[CH:11]=[CH:12][C:13]([C:16](=[O:20])[CH2:17][CH2:18][CH3:19])=[C:14]([O:4][CH3:1])[CH:15]=1. The catalyst class is: 21. (5) Reactant: Br[CH2:2][C:3]1[CH:4]=[CH:5][C:6]2[N:7]=[C:8]([Cl:19])[N:9]=[C:10]([N:13]3[CH2:18][CH2:17][O:16][CH2:15][CH2:14]3)[C:11]=2[N:12]=1.[N-:20]=[N+:21]=[N-:22].[Na+]. Product: [N:20]([CH2:2][C:3]1[CH:4]=[CH:5][C:6]2[N:7]=[C:8]([Cl:19])[N:9]=[C:10]([N:13]3[CH2:18][CH2:17][O:16][CH2:15][CH2:14]3)[C:11]=2[N:12]=1)=[N+:21]=[N-:22]. The catalyst class is: 3. (6) Reactant: [CH2:1]([C:8]1(O)[CH2:15][CH2:14][CH2:13][CH:12](C(C)(C)C)[CH2:11][CH2:10][CH:9]1O[SiH](C)C)[C:2]1[CH:7]=[CH:6][CH:5]=[CH:4][CH:3]=1.S(Cl)(Cl)=[O:26]. Product: [CH2:1]([CH:8]1[CH2:15][CH2:14][CH2:13][CH:12]([OH:26])[CH2:11][CH2:10][CH2:9]1)[C:2]1[CH:7]=[CH:6][CH:5]=[CH:4][CH:3]=1. The catalyst class is: 17.